From a dataset of NCI-60 drug combinations with 297,098 pairs across 59 cell lines. Regression. Given two drug SMILES strings and cell line genomic features, predict the synergy score measuring deviation from expected non-interaction effect. (1) Drug 1: CC12CCC3C(C1CCC2=O)CC(=C)C4=CC(=O)C=CC34C. Drug 2: COC1=C2C(=CC3=C1OC=C3)C=CC(=O)O2. Cell line: U251. Synergy scores: CSS=61.4, Synergy_ZIP=3.93, Synergy_Bliss=4.19, Synergy_Loewe=-2.56, Synergy_HSA=-1.88. (2) Drug 1: CC1=C(C=C(C=C1)NC2=NC=CC(=N2)N(C)C3=CC4=NN(C(=C4C=C3)C)C)S(=O)(=O)N.Cl. Drug 2: C1=NC2=C(N1)C(=S)N=C(N2)N. Cell line: CAKI-1. Synergy scores: CSS=55.4, Synergy_ZIP=-2.83, Synergy_Bliss=-1.28, Synergy_Loewe=2.92, Synergy_HSA=3.76. (3) Drug 1: CS(=O)(=O)OCCCCOS(=O)(=O)C. Drug 2: CN(C(=O)NC(C=O)C(C(C(CO)O)O)O)N=O. Cell line: COLO 205. Synergy scores: CSS=2.02, Synergy_ZIP=0.329, Synergy_Bliss=-1.79, Synergy_Loewe=-6.96, Synergy_HSA=-6.63.